Dataset: Forward reaction prediction with 1.9M reactions from USPTO patents (1976-2016). Task: Predict the product of the given reaction. (1) Given the reactants Br[C:2]1[CH:11]=[CH:10][C:9]2[C:4](=[CH:5][CH:6]=[CH:7][CH:8]=2)[CH:3]=1.[Cl:12][C:13]1[CH:14]=[C:15]2[C:19](=[CH:20][CH:21]=1)[NH:18][C:17](=[O:22])[C:16]2=[O:23], predict the reaction product. The product is: [Cl:12][C:13]1[CH:14]=[C:15]2[C:19](=[CH:20][CH:21]=1)[NH:18][C:17](=[O:22])[C:16]2([OH:23])[C:2]1[CH:11]=[CH:10][C:9]2[C:4](=[CH:5][CH:6]=[CH:7][CH:8]=2)[CH:3]=1. (2) Given the reactants [NH2:1][C:2]1[C:10]([C:11]([OH:13])=[O:12])=[CH:9][CH:8]=[CH:7][C:3]=1[C:4]([OH:6])=[O:5].[CH3:14][C:15](OC(C)=O)=O, predict the reaction product. The product is: [CH3:14][C:15]1[O:5][C:4](=[O:6])[C:3]2[CH:7]=[CH:8][CH:9]=[C:10]([C:11]([OH:13])=[O:12])[C:2]=2[N:1]=1. (3) Given the reactants [N+:1]([C:4]1[CH:14]=[CH:13][C:7]([NH:8][S:9]([CH3:12])(=[O:11])=[O:10])=[C:6]([O:15][C:16]2[CH:21]=[CH:20][C:19]([O:22][CH3:23])=[CH:18][CH:17]=2)[CH:5]=1)([O-:3])=[O:2].[CH3:24][C@H:25]1[CH2:30][CH2:29][C@H:28]([NH2:31])[CH2:27][CH2:26]1, predict the reaction product. The product is: [CH3:24][C@H:25]1[CH2:30][CH2:29][C@H:28]([NH2:31])[CH2:27][CH2:26]1.[N+:1]([C:4]1[CH:14]=[CH:13][C:7]([NH:8][S:9]([CH3:12])(=[O:11])=[O:10])=[C:6]([O:15][C:16]2[CH:21]=[CH:20][C:19]([O:22][CH3:23])=[CH:18][CH:17]=2)[CH:5]=1)([O-:3])=[O:2]. (4) Given the reactants [F:1][C:2]1[CH:7]=[C:6]([NH:8][C:9]([O:11][C:12]2[CH:17]=[CH:16][CH:15]=[CH:14][CH:13]=2)=[O:10])[CH:5]=[CH:4][C:3]=1[CH:18]([C:23](OC)=[O:24])[C:19](OC)=[O:20].[BH4-].[Na+].[Cl-].[Li+], predict the reaction product. The product is: [OH:24][CH2:23][CH:18]([C:3]1[CH:4]=[CH:5][C:6]([NH:8][C:9](=[O:10])[O:11][C:12]2[CH:17]=[CH:16][CH:15]=[CH:14][CH:13]=2)=[CH:7][C:2]=1[F:1])[CH2:19][OH:20]. (5) Given the reactants [CH3:1]C([O-])(C)C.[K+].[CH2:7]([O:14][C@H:15]([C@H:18]([O:40][CH2:41][C:42]1[CH:47]=[CH:46][CH:45]=[CH:44][CH:43]=1)[C@H:19]([O:32][CH2:33][C:34]1[CH:39]=[CH:38][CH:37]=[CH:36][CH:35]=1)[CH2:20][O:21][Si:22]([CH:29]([CH3:31])[CH3:30])([CH:26]([CH3:28])[CH3:27])[CH:23]([CH3:25])[CH3:24])[CH:16]=O)[C:8]1[CH:13]=[CH:12][CH:11]=[CH:10][CH:9]=1.[NH4+].[Cl-], predict the reaction product. The product is: [CH:26]([Si:22]([CH:23]([CH3:25])[CH3:24])([CH:29]([CH3:31])[CH3:30])[O:21][CH2:20][C@@H:19]([O:32][CH2:33][C:34]1[CH:35]=[CH:36][CH:37]=[CH:38][CH:39]=1)[C@@H:18]([O:40][CH2:41][C:42]1[CH:43]=[CH:44][CH:45]=[CH:46][CH:47]=1)[C@@H:15]([O:14][CH2:7][C:8]1[CH:13]=[CH:12][CH:11]=[CH:10][CH:9]=1)[CH:16]=[CH2:1])([CH3:28])[CH3:27]. (6) The product is: [CH3:8][CH2:9][CH2:10][CH2:11][C:12]1[N:16]([CH2:17][C:18]2[CH:23]=[CH:22][C:21]([C:24]3[CH:25]=[CH:26][CH:27]=[CH:28][C:29]=3[C:30]3[N:34]=[N:33][NH:32][N:31]=3)=[CH:20][CH:19]=2)[C:15]([CH2:54][OH:55])=[C:14]([Cl:56])[N:13]=1. Given the reactants C[Sn](N=[N+]=[N-])(C)C.[CH3:8][CH2:9][CH2:10][CH2:11][C:12]1[N:16]([CH2:17][C:18]2[CH:23]=[CH:22][C:21]([C:24]3[C:29]([C:30]4[N:34]=[N:33][N:32](C(C5C=CC=CC=5)(C5C=CC=CC=5)C5C=CC=CC=5)[N:31]=4)=[CH:28][CH:27]=[CH:26][CH:25]=3)=[CH:20][CH:19]=2)[C:15]([CH2:54][OH:55])=[C:14]([Cl:56])[N:13]=1, predict the reaction product. (7) Given the reactants Cl[C:2]1[N:7]=[C:6]([CH3:8])[N:5]=[C:4]2[NH:9][N:10]=[CH:11][C:3]=12.C(N(CC)CC)C.[H][H].C(OCC)(=O)C, predict the reaction product. The product is: [CH3:8][C:6]1[N:5]=[C:4]2[NH:9][N:10]=[CH:11][C:3]2=[CH:2][N:7]=1. (8) Given the reactants [OH:1][C@@H:2]1[CH2:9][N:8]([CH2:10][CH2:11][CH2:12][CH2:13][N:14]2[CH2:19][CH2:18][NH:17][C@@H:16]([CH3:20])[C:15]2=[O:21])[CH2:7][CH2:6][C:3]21[CH2:5][CH2:4]2.C1([O:28][C:29](=O)[NH:30][C:31]2[CH:32]=[C:33]([C:37]3[CH:42]=[CH:41][CH:40]=[CH:39][CH:38]=3)[CH:34]=[CH:35][CH:36]=2)C=CC=CC=1, predict the reaction product. The product is: [C:33]1([C:37]2[CH:38]=[CH:39][CH:40]=[CH:41][CH:42]=2)[CH:34]=[CH:35][CH:36]=[C:31]([NH:30][C:29]([N:17]2[CH2:18][CH2:19][N:14]([CH2:13][CH2:12][CH2:11][CH2:10][N:8]3[CH2:7][CH2:6][C:3]4([CH2:4][CH2:5]4)[C@H:2]([OH:1])[CH2:9]3)[C:15](=[O:21])[C@@H:16]2[CH3:20])=[O:28])[CH:32]=1. (9) Given the reactants [Cl:1][C:2]1[CH:3]=[C:4]([C@@H:8]([OH:46])[CH2:9][N:10]([CH2:18][CH2:19][C:20]2[CH:25]=[CH:24][C:23]([C:26]3[CH:31]=[CH:30][C:29]([C:32]([NH:34][S:35]([CH2:38][CH2:39][CH2:40][OH:41])(=[O:37])=[O:36])=[O:33])=[C:28]([O:42][CH:43]([CH3:45])[CH3:44])[CH:27]=3)=[CH:22][CH:21]=2)C(=O)OC(C)(C)C)[CH:5]=[CH:6][CH:7]=1.Cl, predict the reaction product. The product is: [ClH:1].[Cl:1][C:2]1[CH:3]=[C:4]([C@@H:8]([OH:46])[CH2:9][NH:10][CH2:18][CH2:19][C:20]2[CH:25]=[CH:24][C:23]([C:26]3[CH:31]=[CH:30][C:29]([C:32]([NH:34][S:35]([CH2:38][CH2:39][CH2:40][OH:41])(=[O:37])=[O:36])=[O:33])=[C:28]([O:42][CH:43]([CH3:44])[CH3:45])[CH:27]=3)=[CH:22][CH:21]=2)[CH:5]=[CH:6][CH:7]=1.